Dataset: Experimentally validated miRNA-target interactions with 360,000+ pairs, plus equal number of negative samples. Task: Binary Classification. Given a miRNA mature sequence and a target amino acid sequence, predict their likelihood of interaction. (1) The miRNA is mmu-miR-874-3p with sequence CUGCCCUGGCCCGAGGGACCGA. The protein sequence of the target gene is MGIDGETVVLKNMLIGVNLILLGSMLKPSECRLEVTTERAQRQTVEEEGGASSYNTSSKEQPMVFNHVYNINVPLESLCSSGLEASAEQDMSAEDDTLAEYIGQTSDHESQVTFTHKINLPKKACPCASSSQVLQELLSRIEMLEREVSLLRDQCNTNCCQESAATGQLDYVPHCSGHGNFSFESCGCICNEGWFGKNCSEPYCPLGCSSRGVCVDGQCICDSEYSGDDCSELRCPTDCSSRGLCVDGECVCEEPYTGEDCRELRCPGDCSGKGQCANGTCLCQEGYAGEDCSQRRCLNA.... Result: 0 (no interaction). (2) The miRNA is hsa-miR-1471 with sequence GCCCGCGUGUGGAGCCAGGUGU. The protein sequence of the target gene is MGTSFFLGNYWLFFSVYLLVFLVGLPLNVMALVVFVGKLRRRPVAVDLLLLNLTISDLLLLLFLPFRMVEAACGMRWLLPFIFCPLSGFLFFTTIYLTSLFLTAVSIERFLSVAYPLWYKTRPRLAQAGLVSVVCWFLASAHCSVVYITEYWGNATYSQGTNGTCYLEFREDQLAILLPVRLEMAVVLFMVPLCITSYCYSRLVWILSRGASRRRRKRIMGLLAATLLIFFVCFGPYNMSHVVGYVSRESPSWRSYVLLLSTLNSCIDPLVFYFSSSKFQADFHQLLGRLLRTCVPWTQQ.... Result: 0 (no interaction). (3) The miRNA is hsa-miR-148a-3p with sequence UCAGUGCACUACAGAACUUUGU. The protein sequence of the target gene is MADHMMAMNHGRFPDGTNGLHHHPAHRMGMGQFPSPHHHQQQQPQHAFNALMGEHIHYGAGNMNATSGIRHAMGPGTVNGGHPPSALAPAARFNNSQFMGPPVASQGGSLPASMQLQKLNNQYFNHHPYPHNHYMPDLHPTAGHQMNGTNQHFRDCNPKHSGGSSTPGGAGGSGTPGGSGGTSGGAGGSSAGGSGGGSTMPASVAHVPAAMLPPNVIDTDFIDEEVLMSLVIEMGLDRIKELPELWLGQNEFDFMTDFVCKQQPSRVSC. Result: 0 (no interaction). (4) The miRNA is hsa-miR-6780a-3p with sequence CUCCUCUGUUUUCUUUCCUAG. The protein sequence of the target gene is MLRLFYFSAIIASVILNFVGIIMNLFITVVNCKTWVKSHRISSSDRILFSLGITRFLMLGLFLVNTIYFVSSNTERSVYLSAFFVLCFMFLDSSSVWFVTLLNILYCVKITNFQHSVFLLLKRNISPKIPRLLLACVLISAFTTCLYITLSQASPFPELVTTRNNTSFNISEGILSLVVSLVLSSSLQFIINVTSASLLIHSLRRHIQKMQKNATGFWNPQTEAHVGAMKLMVYFLILYIPYSVATLVQYLPFYAGMDMGTKSICLIFATLYSPGHSVLIIITHPKLKTTAKKILCFKK. Result: 1 (interaction). (5) The miRNA is hsa-miR-7106-5p with sequence UGGGAGGAGGGGAUCUUGGG. The protein sequence of the target gene is MRAPGAGAASVVSLALLWLLGLPWTWSAAAALGVYVGSGGWRFLRIVCKTARRDLFGLSVLIRVRLELRRHQRAGHTIPRIFQAVVQRQPERLALVDAGTGECWTFAQLDAYSNAVANLFRQLGFAPGDVVAIFLEGRPEFVGLWLGLAKAGMEAALLNVNLRREPLAFCLGTSGAKALIFGGEMVAAVAEVSGHLGKSLIKFCSGDLGPEGILPDTHLLDPLLKEASTAPLAQIPSKGMDDRLFYIYTSGTTGLPKAAIVVHSRYYRMAAFGHHAYRMQAADVLYDCLPLYHSAGNIIG.... Result: 1 (interaction). (6) The miRNA is hsa-miR-8089 with sequence CCUGGGGACAGGGGAUUGGGGCAG. The protein sequence of the target gene is MNDWMPIAKEYDPLKAGSIDGTDEDPHDRAVWRAMLARYVPNKGVIGDPLLTLFVARLNLQTKEDKLKEVFSRYGDIRRLRLVRDLVTGFSKGYAFIEYKEERAVIKAYRDADGLVIDQHEIFVDYELERTLKGWIPRRLGGGLGGKKESGQLRFGGRDRPFRKPINLPVVKNDLYREGKRERRERSRSRERHWDSRTRDRDHDRGREKRWQEREPTRVWPDNDWERERDFRDDRIKGREKKERGK. Result: 0 (no interaction). (7) The miRNA is hsa-miR-659-3p with sequence CUUGGUUCAGGGAGGGUCCCCA. The protein sequence of the target gene is MSRSRQPPLVTGISPNEGIPWTKVTIRGENLGTGPTDLIGLTICGHNCLLTAEWMSASKIVCRVGQAKNDKGDIIVTTKSGGRGTSTVSFKLLKPEKIGILDQSAVWVDEMNYYDMRTDRNKGIPPLSLRPANPLGIEIEKSKFSQKDLEMLFHGMSADFTSENFSAAWYLIENHSNTSFEQLKMAVTNLKRQANKKSEGSLAYVKGGLSTFFEAQDALSAIHQKLEADGTEKVEGSMTQKLENVLNRASNTADTLFQEVLGRKDKADSTRNALNVLQRFKFLFNLPLNIERNIQKGDYD.... Result: 1 (interaction).